Predict the reaction yield, written as a fraction of the theoretical maximum amount of product (1.0 means a 100% yield; for example, 0.34 means a 34% yield). From a dataset of Reaction yield outcomes from USPTO patents with 853,638 reactions. (1) The reactants are [OH:1][CH2:2][CH:3]([CH2:6][OH:7])[CH2:4][OH:5].[C:8]1(=O)[CH2:13][CH2:12][CH2:11][CH2:10][CH2:9]1. No catalyst specified. The product is [O:1]1[C:8]2([CH2:13][CH2:12][CH2:11][CH2:10][CH2:9]2)[O:5][CH2:4][CH:3]([CH2:6][OH:7])[CH2:2]1. The yield is 0.650. (2) The reactants are C(N[CH:5]([CH3:7])[CH3:6])(C)C.[Li].CN(C)P(N(C)C)(N(C)C)=O.[CH3:20][C:21]1([CH2:26][CH2:27][C:28]([O:30][CH2:31][CH3:32])=[O:29])[O:25][CH2:24][CH2:23][O:22]1.C(I)CC. The catalyst is C1COCC1. The product is [CH3:20][C:21]1([CH2:26][CH:27]([CH2:7][CH2:5][CH3:6])[C:28]([O:30][CH2:31][CH3:32])=[O:29])[O:22][CH2:23][CH2:24][O:25]1. The yield is 0.850. (3) The reactants are CN(C)[N:3]=[CH:4][C:5]1[N:10]([CH2:11][CH3:12])[C:9](=[O:13])[N:8]([CH2:14][CH3:15])[C:7](=[O:16])[C:6]=1/[CH:17]=[CH:18]/[C:19]([O:21][CH3:22])=[O:20]. The catalyst is ClC1C=CC=CC=1CC(O)=O. The product is [CH2:11]([N:10]1[C:5]2[CH:4]=[N:3][C:18]([C:19]([O:21][CH3:22])=[O:20])=[CH:17][C:6]=2[C:7](=[O:16])[N:8]([CH2:14][CH3:15])[C:9]1=[O:13])[CH3:12]. The yield is 0.830. (4) The reactants are [N:1]([C:4]1[CH:9]=[CH:8][C:7]([OH:10])=[CH:6][C:5]=1[CH3:11])=[C:2]=[S:3].N1C=CN=C1.[C:17]([Si:21](Cl)([CH3:23])[CH3:22])([CH3:20])([CH3:19])[CH3:18]. The catalyst is CN(C=O)C.O. The product is [C:17]([Si:21]([O:10][C:7]1[CH:8]=[CH:9][C:4]([N:1]=[C:2]=[S:3])=[C:5]([CH3:11])[CH:6]=1)([CH3:23])[CH3:22])([CH3:20])([CH3:19])[CH3:18]. The yield is 0.890. (5) The reactants are [CH3:1][C:2]1[N:3]=[CH:4][C:5]2[C:10]([CH:11]=1)=[C:9]([N+:12]([O-])=O)[CH:8]=[CH:7][CH:6]=2.[H][H]. The catalyst is C(O)C.C1COCC1.[Pd]. The product is [CH3:1][C:2]1[N:3]=[CH:4][C:5]2[CH:6]=[CH:7][CH:8]=[C:9]([NH2:12])[C:10]=2[CH:11]=1. The yield is 0.940.